This data is from Reaction yield outcomes from USPTO patents with 853,638 reactions. The task is: Predict the reaction yield, written as a fraction of the theoretical maximum amount of product (1.0 means a 100% yield; for example, 0.34 means a 34% yield). (1) The reactants are C([O:3][C:4](=O)[CH2:5][C:6](=O)[CH2:7][C:8]1[CH:13]=[CH:12][CH:11]=[C:10]([Br:14])[CH:9]=1)C.C(=O)(O)O.[NH2:21][C:22]([NH2:24])=[NH:23]. The catalyst is C(O)C. The product is [NH2:23][C:22]1[NH:24][C:4](=[O:3])[CH:5]=[C:6]([CH2:7][C:8]2[CH:13]=[CH:12][CH:11]=[C:10]([Br:14])[CH:9]=2)[N:21]=1. The yield is 0.830. (2) The reactants are O=O.[C:3]([O:7][C:8]([N:10]1[CH2:15][CH2:14][C:13]([C:16]2[CH:21]=[CH:20][CH:19]=[C:18]([O:22][CH3:23])[CH:17]=2)=[C:12]([C:24]([OH:26])=[O:25])[CH2:11]1)=[O:9])([CH3:6])([CH3:5])[CH3:4].C(N(CC)CC)C.[H][H]. The catalyst is COC(C)(C)C.CO. The product is [C:3]([O:7][C:8]([N:10]1[CH2:15][CH2:14][CH:13]([C:16]2[CH:21]=[CH:20][CH:19]=[C:18]([O:22][CH3:23])[CH:17]=2)[CH:12]([C:24]([OH:26])=[O:25])[CH2:11]1)=[O:9])([CH3:6])([CH3:4])[CH3:5]. The yield is 0.800.